Dataset: Forward reaction prediction with 1.9M reactions from USPTO patents (1976-2016). Task: Predict the product of the given reaction. (1) Given the reactants [CH2:1]([O:8][C:9]([C:11]1[CH:16]=[CH:15][C:14]([OH:17])=[C:13]([C:18]([O:20][CH2:21][C:22]2[CH:27]=[CH:26][CH:25]=[CH:24][CH:23]=2)=[O:19])[CH:12]=1)=[O:10])[C:2]1[CH:7]=[CH:6][CH:5]=[CH:4][CH:3]=1.C(=O)([O-])[O-].[K+].[K+].[CH3:34][O:35][C:36](=[O:39])[CH2:37]Br, predict the reaction product. The product is: [CH2:1]([O:8][C:9](=[O:10])[C:11]1[CH:16]=[CH:15][C:14]([O:17][CH2:37][C:36]([O:35][CH3:34])=[O:39])=[C:13]([C:18]([O:20][CH2:21][C:22]2[CH:27]=[CH:26][CH:25]=[CH:24][CH:23]=2)=[O:19])[CH:12]=1)[C:2]1[CH:3]=[CH:4][CH:5]=[CH:6][CH:7]=1. (2) Given the reactants [Cl:1][C:2]1[CH:7]=[C:6]([F:8])[C:5]([N:9]2[C:14](=[O:15])[CH:13]=[C:12]([C:16]([F:19])([F:18])[F:17])[N:11]([CH3:20])[C:10]2=[O:21])=[CH:4][C:3]=1[NH:22][C:23]([NH:25][CH2:26][C:27]([O:29][CH2:30][CH3:31])=[O:28])=S.C(N(CC)CC)C.CS(Cl)(=O)=O, predict the reaction product. The product is: [Cl:1][C:2]1[CH:7]=[C:6]([F:8])[C:5]([N:9]2[C:14](=[O:15])[CH:13]=[C:12]([C:16]([F:17])([F:19])[F:18])[N:11]([CH3:20])[C:10]2=[O:21])=[CH:4][C:3]=1[N:22]=[C:23]=[N:25][CH2:26][C:27]([O:29][CH2:30][CH3:31])=[O:28]. (3) Given the reactants [C:1]([C:3]1[CH:11]=[CH:10][C:6]([C:7]([OH:9])=[O:8])=[CH:5][C:4]=1[F:12])#[N:2].Cl.[CH3:14]N(C)CCCN=C=NCC, predict the reaction product. The product is: [C:1]([C:3]1[CH:11]=[CH:10][C:6]([C:7]([O:9][CH3:14])=[O:8])=[CH:5][C:4]=1[F:12])#[N:2]. (4) Given the reactants [CH2:1]([C:5]1[C:6]([O:21][CH3:22])=[C:7]([O:19][CH3:20])[C:8]([O:17][CH3:18])=[C:9]2[C:14]=1[O:13][C:12]([CH3:15])=[CH:11][C:10]2=[O:16])[CH:2]([CH3:4])[CH3:3].[I:23]I, predict the reaction product. The product is: [I:23][C:11]1[C:10](=[O:16])[C:9]2[C:14](=[C:5]([CH2:1][CH:2]([CH3:3])[CH3:4])[C:6]([O:21][CH3:22])=[C:7]([O:19][CH3:20])[C:8]=2[O:17][CH3:18])[O:13][C:12]=1[CH3:15].